This data is from NCI-60 drug combinations with 297,098 pairs across 59 cell lines. The task is: Regression. Given two drug SMILES strings and cell line genomic features, predict the synergy score measuring deviation from expected non-interaction effect. Drug 1: CC1=C(C=C(C=C1)NC2=NC=CC(=N2)N(C)C3=CC4=NN(C(=C4C=C3)C)C)S(=O)(=O)N.Cl. Drug 2: CCC1=CC2CC(C3=C(CN(C2)C1)C4=CC=CC=C4N3)(C5=C(C=C6C(=C5)C78CCN9C7C(C=CC9)(C(C(C8N6C)(C(=O)OC)O)OC(=O)C)CC)OC)C(=O)OC.C(C(C(=O)O)O)(C(=O)O)O. Cell line: HL-60(TB). Synergy scores: CSS=71.1, Synergy_ZIP=43.3, Synergy_Bliss=38.1, Synergy_Loewe=-25.7, Synergy_HSA=23.0.